This data is from Reaction yield outcomes from USPTO patents with 853,638 reactions. The task is: Predict the reaction yield, written as a fraction of the theoretical maximum amount of product (1.0 means a 100% yield; for example, 0.34 means a 34% yield). (1) The reactants are F[P-](F)(F)(F)(F)F.N1(OC(N(C)C)=[N+](C)C)C2N=CC=CC=2N=N1.[C:25]([O:29][C:30]([NH:32][C:33]1([C:48](O)=[O:49])[CH2:38][CH2:37][N:36]([C:39]2[C:40]3[CH:47]=[CH:46][NH:45][C:41]=3[N:42]=[CH:43][N:44]=2)[CH2:35][CH2:34]1)=[O:31])([CH3:28])([CH3:27])[CH3:26].C(N(C(C)C)C(C)C)C.[NH2:60][CH:61]([C:68]1[CH:73]=[CH:72][C:71]([Cl:74])=[CH:70][CH:69]=1)[CH2:62][NH:63][S:64]([CH3:67])(=[O:66])=[O:65]. The catalyst is CN1C(=O)CCC1. The product is [Cl:74][C:71]1[CH:70]=[CH:69][C:68]([CH:61]([NH:60][C:48]([C:33]2([NH:32][C:30](=[O:31])[O:29][C:25]([CH3:27])([CH3:28])[CH3:26])[CH2:34][CH2:35][N:36]([C:39]3[C:40]4[CH:47]=[CH:46][NH:45][C:41]=4[N:42]=[CH:43][N:44]=3)[CH2:37][CH2:38]2)=[O:49])[CH2:62][NH:63][S:64]([CH3:67])(=[O:66])=[O:65])=[CH:73][CH:72]=1. The yield is 0.790. (2) The product is [Cl:3][C:4]1[CH:39]=[CH:38][CH:37]=[C:36]([Cl:40])[C:5]=1[C:6]([NH:8][C@H:9]([C:32]([OH:34])=[O:33])[CH2:10][C:11]1[CH:12]=[CH:13][C:14]([O:17][CH2:18][C:19]([CH3:31])([C:21]2[CH:30]=[CH:29][C:28]3[CH2:27][CH2:26][CH2:25][NH:24][C:23]=3[N:22]=2)[CH3:20])=[CH:15][CH:16]=1)=[O:7]. The yield is 0.770. The catalyst is CC(N(C)C)=O.O. The reactants are [Li+].[OH-].[Cl:3][C:4]1[CH:39]=[CH:38][CH:37]=[C:36]([Cl:40])[C:5]=1[C:6]([NH:8][C@H:9]([C:32]([O:34]C)=[O:33])[CH2:10][C:11]1[CH:16]=[CH:15][C:14]([O:17][CH2:18][C:19]([CH3:31])([C:21]2[CH:30]=[CH:29][C:28]3[CH2:27][CH2:26][CH2:25][NH:24][C:23]=3[N:22]=2)[CH3:20])=[CH:13][CH:12]=1)=[O:7]. (3) The reactants are C(OC([N:8]1[CH2:13][CH2:12][N:11]([CH2:14][CH2:15][N:16]2[C:24]3[C:19](=[CH:20][C:21]([O:25][C:26]4[CH:31]=[CH:30][C:29]([F:32])=[CH:28][C:27]=4[CH2:33][NH:34][C:35]([NH:37][C:38]4[O:42][N:41]=[C:40]([C:43]([CH3:46])([CH3:45])[CH3:44])[CH:39]=4)=[O:36])=[CH:22][CH:23]=3)[CH:18]=[N:17]2)[CH2:10][CH2:9]1)=O)(C)(C)C.C(O)(C(F)(F)F)=O.C(Cl)Cl. No catalyst specified. The product is [C:43]([C:40]1[CH:39]=[C:38]([NH:37][C:35]([NH:34][CH2:33][C:27]2[CH:28]=[C:29]([F:32])[CH:30]=[CH:31][C:26]=2[O:25][C:21]2[CH:20]=[C:19]3[C:24](=[CH:23][CH:22]=2)[N:16]([CH2:15][CH2:14][N:11]2[CH2:12][CH2:13][NH:8][CH2:9][CH2:10]2)[N:17]=[CH:18]3)=[O:36])[O:42][N:41]=1)([CH3:46])([CH3:44])[CH3:45]. The yield is 0.800. (4) The reactants are [C:1]1([C@@H:7]([CH3:10])[CH2:8]O)[CH:6]=[CH:5][CH:4]=[CH:3][CH:2]=1.[C:11]1(=[O:21])[NH:15][C:14](=[O:16])[C:13]2=[CH:17][CH:18]=[CH:19][CH:20]=[C:12]12.C1(P(C2C=CC=CC=2)C2C=CC=CC=2)C=CC=CC=1.CCOC(/N=N/C(OCC)=O)=O. The catalyst is C1COCC1.O. The product is [C:1]1([C@@H:7]([CH3:10])[CH2:8][N:15]2[C:11](=[O:21])[C:12]3[C:13](=[CH:17][CH:18]=[CH:19][CH:20]=3)[C:14]2=[O:16])[CH:6]=[CH:5][CH:4]=[CH:3][CH:2]=1. The yield is 0.960. (5) The reactants are [Cl:1][C:2]1[CH:9]=[C:8](B2OC(C)(C)C(C)(C)O2)[CH:7]=[CH:6][C:3]=1[C:4]#[N:5].Br[C:20]1[CH:21]=[N:22][CH:23]=[C:24]([Cl:28])[C:25]=1[CH2:26][OH:27].C(Cl)Cl.C([O-])([O-])=O.[Na+].[Na+]. The catalyst is CN(C=O)C.C1C=CC(P(C2C=CC=CC=2)[C-]2C=CC=C2)=CC=1.C1C=CC(P(C2C=CC=CC=2)[C-]2C=CC=C2)=CC=1.Cl[Pd]Cl.[Fe+2]. The product is [Cl:1][C:2]1[CH:9]=[C:8]([C:20]2[CH:21]=[N:22][CH:23]=[C:24]([Cl:28])[C:25]=2[CH2:26][OH:27])[CH:7]=[CH:6][C:3]=1[C:4]#[N:5]. The yield is 0.520.